Dataset: NCI-60 drug combinations with 297,098 pairs across 59 cell lines. Task: Regression. Given two drug SMILES strings and cell line genomic features, predict the synergy score measuring deviation from expected non-interaction effect. Drug 1: C1CC(=O)NC(=O)C1N2CC3=C(C2=O)C=CC=C3N. Drug 2: C1CC(C1)(C(=O)O)C(=O)O.[NH2-].[NH2-].[Pt+2]. Cell line: OVCAR3. Synergy scores: CSS=46.5, Synergy_ZIP=-1.27, Synergy_Bliss=-4.52, Synergy_Loewe=-19.9, Synergy_HSA=-4.64.